From a dataset of M1 muscarinic receptor antagonist screen with 61,756 compounds. Binary Classification. Given a drug SMILES string, predict its activity (active/inactive) in a high-throughput screening assay against a specified biological target. (1) The drug is O1C(Cc2c(C1)c(nc1oc3c(ncnc3NCc3ncccc3)c21)C(C)C)(C)C. The result is 0 (inactive). (2) The compound is O=C(CC1=NCCNC(C1)c1ccccc1)c1c(O)cccc1. The result is 0 (inactive). (3) The molecule is O(c1cc(CCNc2nc(N3CCCCC3)nc(N3CCCCC3)n2)ccc1OC)C. The result is 0 (inactive). (4) The result is 0 (inactive). The molecule is ClC=1CC2C(CC1)C(=O)N(C2=O)CCc1c2c([nH]c1)cccc2. (5) The molecule is Clc1cc(NC(=O)c2ocnc2C)ccc1. The result is 0 (inactive). (6) The compound is O1C(CCC1)CNC(=O)c1c2nc3c(nc2n(c1N)c1ccccc1)cccc3. The result is 0 (inactive). (7) The compound is s1c(NC(=O)CCCOc2ccccc2)nnc1. The result is 0 (inactive).